From a dataset of Forward reaction prediction with 1.9M reactions from USPTO patents (1976-2016). Predict the product of the given reaction. Given the reactants C([O:3][C:4](=[O:25])[C:5]1[CH:10]=[C:9]([Br:11])[C:8]([CH2:12][N:13]2[CH2:17][CH2:16][CH:15]([N:18]3[CH2:23][CH2:22][CH2:21][CH2:20][CH2:19]3)[CH2:14]2)=[CH:7][C:6]=1[NH2:24])C.NC1C(Cl)=C(C=O)C(C(F)(F)F)=CC=1C(O)=O, predict the reaction product. The product is: [NH2:24][C:6]1[CH:7]=[C:8]([CH2:12][N:13]2[CH2:17][CH2:16][CH:15]([N:18]3[CH2:19][CH2:20][CH2:21][CH2:22][CH2:23]3)[CH2:14]2)[C:9]([Br:11])=[CH:10][C:5]=1[C:4]([OH:25])=[O:3].